Predict the reactants needed to synthesize the given product. From a dataset of Full USPTO retrosynthesis dataset with 1.9M reactions from patents (1976-2016). (1) Given the product [F:24][C:25]([F:39])([F:40])[C:26]1[CH:27]=[C:28]([C:13]2[CH:14]=[C:15]([Cl:20])[CH:16]=[C:17]3[C:12]=2[S:11][C:10](=[O:22])[C:9]([C:7]([NH:6][CH2:5][C:4]([OH:3])=[O:23])=[O:8])=[C:18]3[OH:19])[CH:29]=[C:30]([C:32]([F:33])([F:34])[F:35])[CH:31]=1, predict the reactants needed to synthesize it. The reactants are: C([O:3][C:4](=[O:23])[CH2:5][NH:6][C:7]([C:9]1[C:10](=[O:22])[S:11][C:12]2[C:17]([C:18]=1[OH:19])=[CH:16][C:15]([Cl:20])=[CH:14][C:13]=2Br)=[O:8])C.[F:24][C:25]([F:40])([F:39])[C:26]1[CH:27]=[C:28](B(O)O)[CH:29]=[C:30]([C:32]([F:35])([F:34])[F:33])[CH:31]=1. (2) Given the product [NH2:1][C:2]1[N:10]=[CH:9][N:8]=[C:7]2[C:3]=1[N:4]=[CH:5][N:6]2[C@H:11]1[C@@H:15]2[O:16][C:17]([CH3:19])([CH3:20])[O:18][C@@H:14]2[C@@H:13]([CH2:21][N:22]([CH3:27])[CH2:23][CH2:24][CH2:25][NH:26][C:36]([NH:35][C:33]2[CH:32]=[CH:31][C:30]([F:38])=[C:29]([Cl:28])[CH:34]=2)=[O:37])[O:12]1, predict the reactants needed to synthesize it. The reactants are: [NH2:1][C:2]1[N:10]=[CH:9][N:8]=[C:7]2[C:3]=1[N:4]=[CH:5][N:6]2[C@H:11]1[C@@H:15]2[O:16][C:17]([CH3:20])([CH3:19])[O:18][C@@H:14]2[C@@H:13]([CH2:21][N:22]([CH3:27])[CH2:23][CH2:24][CH2:25][NH2:26])[O:12]1.[Cl:28][C:29]1[CH:34]=[C:33]([N:35]=[C:36]=[O:37])[CH:32]=[CH:31][C:30]=1[F:38].O.